Dataset: Full USPTO retrosynthesis dataset with 1.9M reactions from patents (1976-2016). Task: Predict the reactants needed to synthesize the given product. Given the product [Br:41][CH2:36][CH2:35][N:30]1[CH:29]=[C:28]2[C:32]([CH2:33][CH2:34][C:26]3[C:25]4=[C:20]([NH:19][C:7]5[CH:8]=[CH:9][C:10]([O:11][CH2:12][C:13]6[CH:18]=[CH:17][CH:16]=[CH:15][N:14]=6)=[C:5]([Cl:4])[CH:6]=5)[N:21]=[CH:22][N:23]=[C:24]4[S:38][C:27]=32)=[N:31]1, predict the reactants needed to synthesize it. The reactants are: C(Cl)Cl.[Cl:4][C:5]1[CH:6]=[C:7]([NH:19][C:20]2[C:25]3[C:26]4[CH2:34][CH2:33][C:32]5[C:28](=[CH:29][N:30]([CH2:35][CH2:36]O)[N:31]=5)[C:27]=4[S:38][C:24]=3[N:23]=[CH:22][N:21]=2)[CH:8]=[CH:9][C:10]=1[O:11][CH2:12][C:13]1[CH:18]=[CH:17][CH:16]=[CH:15][N:14]=1.S(Br)([Br:41])=O.